From a dataset of Catalyst prediction with 721,799 reactions and 888 catalyst types from USPTO. Predict which catalyst facilitates the given reaction. (1) Reactant: C[O:2][C:3](=[O:34])[C@@H:4]([CH2:27][CH:28]1[CH2:33][CH2:32][CH2:31][CH2:30][CH2:29]1)[CH2:5][CH2:6][NH:7][C@@H:8]1[C@@H:17]([O:18][CH3:19])[CH2:16][C:15]2[C:10](=[CH:11][C:12]([C:20](=[O:22])[NH2:21])=[CH:13][CH:14]=2)[C:9]1([CH2:25][CH3:26])[CH2:23][CH3:24].[OH-].[Na+]. Product: [C:20]([C:12]1[CH:11]=[C:10]2[C:15]([CH2:16][C@H:17]([O:18][CH3:19])[C@@H:8]([NH:7][CH2:6][CH2:5][C@H:4]([CH2:27][CH:28]3[CH2:29][CH2:30][CH2:31][CH2:32][CH2:33]3)[C:3]([OH:34])=[O:2])[C:9]2([CH2:23][CH3:24])[CH2:25][CH3:26])=[CH:14][CH:13]=1)(=[O:22])[NH2:21]. The catalyst class is: 5. (2) Reactant: C(OC(=O)[NH:7][C:8]1[CH:13]=[C:12]([N:14]([CH2:16][CH:17]([CH3:19])[CH3:18])[CH3:15])[C:11]([C:20]#[N:21])=[CH:10][C:9]=1[NH:22][C:23](=[O:39])[CH2:24][C:25]([C:27]1[CH:32]=[CH:31][CH:30]=[C:29]([C:33]2[O:37][N:36]=[C:35]([CH3:38])[CH:34]=2)[CH:28]=1)=O)(C)(C)C.C(O)(C(F)(F)F)=O. Product: [CH2:16]([N:14]([CH3:15])[C:12]1[C:11]([C:20]#[N:21])=[CH:10][C:9]2[NH:22][C:23](=[O:39])[CH2:24][C:25]([C:27]3[CH:32]=[CH:31][CH:30]=[C:29]([C:33]4[O:37][N:36]=[C:35]([CH3:38])[CH:34]=4)[CH:28]=3)=[N:7][C:8]=2[CH:13]=1)[CH:17]([CH3:19])[CH3:18]. The catalyst class is: 2.